This data is from Peptide-MHC class II binding affinity with 134,281 pairs from IEDB. The task is: Regression. Given a peptide amino acid sequence and an MHC pseudo amino acid sequence, predict their binding affinity value. This is MHC class II binding data. (1) The peptide sequence is YAIGGSSNPTILSEG. The MHC is DRB1_0701 with pseudo-sequence DRB1_0701. The binding affinity (normalized) is 0.352. (2) The peptide sequence is ISSQYYIQQNGNLCY. The MHC is DRB1_0901 with pseudo-sequence DRB1_0901. The binding affinity (normalized) is 0.526. (3) The peptide sequence is ATAGTTVYGAF. The MHC is HLA-DPA10201-DPB10101 with pseudo-sequence HLA-DPA10201-DPB10101. The binding affinity (normalized) is 0.0395. (4) The binding affinity (normalized) is 0.713. The peptide sequence is YDKFLANVATVLTGK. The MHC is DRB1_1001 with pseudo-sequence DRB1_1001. (5) The peptide sequence is EAVRHFPRPWLHGL. The MHC is DRB1_0701 with pseudo-sequence DRB1_0701. The binding affinity (normalized) is 0.331. (6) The binding affinity (normalized) is 0.573. The peptide sequence is IGKLFTQTMKGVERL. The MHC is HLA-DQA10102-DQB10501 with pseudo-sequence HLA-DQA10102-DQB10501. (7) The peptide sequence is EVAFGLVCATCEQIA. The MHC is DRB1_0401 with pseudo-sequence DRB1_0401. The binding affinity (normalized) is 0.244. (8) The MHC is DRB1_1101 with pseudo-sequence DRB1_1101. The peptide sequence is QELLDIANYLMEQIQ. The binding affinity (normalized) is 0.0455. (9) The peptide sequence is CKTLTPLMSSKFPEL. The MHC is HLA-DQA10401-DQB10402 with pseudo-sequence HLA-DQA10401-DQB10402. The binding affinity (normalized) is 0.182. (10) The peptide sequence is KRWIILGLNKIVRMYSPTSI. The MHC is HLA-DPA10103-DPB10301 with pseudo-sequence HLA-DPA10103-DPB10301. The binding affinity (normalized) is 0.563.